This data is from Full USPTO retrosynthesis dataset with 1.9M reactions from patents (1976-2016). The task is: Predict the reactants needed to synthesize the given product. (1) Given the product [CH3:1][N:2]1[CH:6]=[C:5]([N:7]2[C:11]([CH3:27])=[C:10]([NH:12][C:15]3[N:20]=[C:19]([NH:21][CH3:22])[C:18]([C:23]([F:26])([F:25])[F:24])=[CH:17][N:16]=3)[CH:9]=[N:8]2)[CH:4]=[N:3]1.[CH3:1][N:2]1[CH:6]=[C:5]([N:7]2[CH:11]=[C:10]([NH:12][C:15]3[N:20]=[C:19]([NH:21][CH3:22])[C:18]([C:23]([F:26])([F:24])[F:25])=[CH:17][N:16]=3)[C:9]([CH3:13])=[N:8]2)[CH:4]=[N:3]1, predict the reactants needed to synthesize it. The reactants are: [CH3:1][N:2]1[CH:6]=[C:5]([N:7]2[CH:11]=[C:10]([NH2:12])[C:9]([CH3:13])=[N:8]2)[CH:4]=[N:3]1.Cl[C:15]1[N:20]=[C:19]([NH:21][CH3:22])[C:18]([C:23]([F:26])([F:25])[F:24])=[CH:17][N:16]=1.[CH3:27]C(O)(C)C. (2) Given the product [F:1][C:2]1[CH:3]=[C:4]([C@@H:8]2[NH:13][C:12](=[O:14])[C@H:11]([CH2:15][CH:16]([CH3:18])[CH3:17])[N:10]([C:31]([C:28]3[CH:27]=[C:26]([C:23]4[CH:24]=[CH:25][C:20]([F:19])=[CH:21][CH:22]=4)[O:30][N:29]=3)=[O:32])[CH2:9]2)[CH:5]=[CH:6][CH:7]=1, predict the reactants needed to synthesize it. The reactants are: [F:1][C:2]1[CH:3]=[C:4]([C@@H:8]2[NH:13][C:12](=[O:14])[C@H:11]([CH2:15][CH:16]([CH3:18])[CH3:17])[NH:10][CH2:9]2)[CH:5]=[CH:6][CH:7]=1.[F:19][C:20]1[CH:25]=[CH:24][C:23]([C:26]2[O:30][N:29]=[C:28]([C:31](O)=[O:32])[CH:27]=2)=[CH:22][CH:21]=1.C([C@@H]1N(C(=O)/C=C/C2C=CC=CC=2)C[C@H](CC(C)C)NC1=O)C(C)C. (3) Given the product [C:1]([O:4][CH2:5][C:6]1[CH:11]=[CH:10][C:9]2[C:14]3[CH:15]=[CH:16][CH:17]=[CH:18][C:13]=3[O:12][C:8]=2[CH:7]=1)(=[O:3])[CH3:2], predict the reactants needed to synthesize it. The reactants are: [C:1]([O:4][CH2:5][C:6]1[CH:11]=[CH:10][CH:9]=[C:8]([O:12][C:13]2[CH:18]=[CH:17][CH:16]=[CH:15][CH:14]=2)[CH:7]=1)(=[O:3])[CH3:2].